From a dataset of Full USPTO retrosynthesis dataset with 1.9M reactions from patents (1976-2016). Predict the reactants needed to synthesize the given product. Given the product [C:14]([C:2]1[CH:3]=[C:4]([CH2:8][C:9]([O:11][CH2:12][CH3:13])=[O:10])[CH:5]=[CH:6][CH:7]=1)#[C:15][CH2:16][CH2:17][CH3:18], predict the reactants needed to synthesize it. The reactants are: Br[C:2]1[CH:3]=[C:4]([CH2:8][C:9]([O:11][CH2:12][CH3:13])=[O:10])[CH:5]=[CH:6][CH:7]=1.[CH:14]#[C:15][CH2:16][CH2:17][CH3:18].O.[F-].C([N+](CCCC)(CCCC)CCCC)CCC.